Dataset: Reaction yield outcomes from USPTO patents with 853,638 reactions. Task: Predict the reaction yield, written as a fraction of the theoretical maximum amount of product (1.0 means a 100% yield; for example, 0.34 means a 34% yield). No catalyst specified. The yield is 0.682. The product is [Cl:1][C:2]1[CH:3]=[C:4]([NH:9][CH:10]([C:12]2[CH:13]=[C:14]([C:29]([N:33]([CH2:34][CH2:35][OH:36])[CH3:32])=[O:31])[CH:15]=[C:16]3[C:21]=2[O:20][C:19]([N:22]2[CH2:27][CH2:26][O:25][CH2:24][CH2:23]2)=[CH:18][C:17]3=[O:28])[CH3:11])[CH:5]=[CH:6][C:7]=1[F:8]. The reactants are [Cl:1][C:2]1[CH:3]=[C:4]([NH:9][CH:10]([C:12]2[CH:13]=[C:14]([C:29]([OH:31])=O)[CH:15]=[C:16]3[C:21]=2[O:20][C:19]([N:22]2[CH2:27][CH2:26][O:25][CH2:24][CH2:23]2)=[CH:18][C:17]3=[O:28])[CH3:11])[CH:5]=[CH:6][C:7]=1[F:8].[CH3:32][NH:33][CH2:34][CH2:35][OH:36].